Dataset: Catalyst prediction with 721,799 reactions and 888 catalyst types from USPTO. Task: Predict which catalyst facilitates the given reaction. (1) Reactant: [NH2:1][C:2]1[CH:36]=[CH:35][C:5]([O:6][C:7]2[CH:12]=[CH:11][N:10]=[C:9]3[CH:13]=[C:14]([C:16]4[N:21]=[CH:20][C:19]([CH2:22][N:23]([CH2:31][CH2:32][O:33][CH3:34])[C:24](=[O:30])[O:25][C:26]([CH3:29])([CH3:28])[CH3:27])=[CH:18][CH:17]=4)[S:15][C:8]=23)=[CH:4][C:3]=1[F:37].C(N(CC)CC)C.Cl[C:46]([C:48]1([C:51]([OH:53])=O)[CH2:50][CH2:49]1)=[O:47].C(N(C(C)C)CC)(C)C.[F:63][C:64]1[CH:70]=[CH:69][C:67]([NH2:68])=[CH:66][CH:65]=1.CN(C(ON1N=NC2C=CC=NC1=2)=[N+](C)C)C.F[P-](F)(F)(F)(F)F. Product: [F:37][C:3]1[CH:4]=[C:5]([CH:35]=[CH:36][C:2]=1[NH:1][C:46]([C:48]1([C:51](=[O:53])[NH:68][C:67]2[CH:69]=[CH:70][C:64]([F:63])=[CH:65][CH:66]=2)[CH2:50][CH2:49]1)=[O:47])[O:6][C:7]1[CH:12]=[CH:11][N:10]=[C:9]2[CH:13]=[C:14]([C:16]3[N:21]=[CH:20][C:19]([CH2:22][N:23]([CH2:31][CH2:32][O:33][CH3:34])[C:24](=[O:30])[O:25][C:26]([CH3:29])([CH3:28])[CH3:27])=[CH:18][CH:17]=3)[S:15][C:8]=12. The catalyst class is: 1. (2) Reactant: [Cl:1][C:2]1[C:3]([CH2:21][CH2:22][CH2:23][C:24]2([CH3:30])[CH2:28][O:27]C(=O)[NH:25]2)=[CH:4][C:5]2[C:6](=[O:20])[C:7]3[C:12]([S:13][C:14]=2[CH:15]=1)=[CH:11][C:10]([C:16]([F:19])([F:18])[F:17])=[CH:9][CH:8]=3.C(O[C:36](=[O:42])[O:37][C:38]([CH3:41])([CH3:40])[CH3:39])(C)(C)C.C(N(CC)CC)C.O. Product: [Cl:1][C:2]1[C:3]([CH2:21][CH2:22][CH2:23][C:24]([NH:25][C:36](=[O:42])[O:37][C:38]([CH3:39])([CH3:40])[CH3:41])([CH2:28][OH:27])[CH3:30])=[CH:4][C:5]2[C:6](=[O:20])[C:7]3[C:12]([S:13][C:14]=2[CH:15]=1)=[CH:11][C:10]([C:16]([F:18])([F:19])[F:17])=[CH:9][CH:8]=3. The catalyst class is: 213. (3) Reactant: [CH3:1][N:2]1[CH:6]=[C:5]([C:7]2[CH:12]=[CH:11][C:10]([C:13]3[C:22]4[C:17](=[CH:18][CH:19]=[C:20]([C:23](O)=[O:24])[CH:21]=4)[CH:16]=[N:15][CH:14]=3)=[CH:9][CH:8]=2)[CH:4]=[N:3]1.[CH3:26][N:27](C(ON1N=NC2C=CC=NC1=2)=[N+](C)C)C.F[P-](F)(F)(F)(F)F.CN.C1COCC1.CCN(C(C)C)C(C)C. Product: [CH3:26][NH:27][C:23]([C:20]1[CH:21]=[C:22]2[C:17](=[CH:18][CH:19]=1)[CH:16]=[N:15][CH:14]=[C:13]2[C:10]1[CH:11]=[CH:12][C:7]([C:5]2[CH:4]=[N:3][N:2]([CH3:1])[CH:6]=2)=[CH:8][CH:9]=1)=[O:24]. The catalyst class is: 3. (4) Reactant: [CH2:1]([O:3][C:4]1[CH:13]=[C:12]2[C:7]([CH:8]=[CH:9][C:10]([O:14][CH:15]([CH2:20][CH3:21])[C:16]([O:18]C)=[O:17])=[CH:11]2)=[CH:6][CH:5]=1)[CH3:2].[OH-].[Na+].Cl. The catalyst class is: 7. Product: [CH2:1]([O:3][C:4]1[CH:13]=[C:12]2[C:7]([CH:8]=[CH:9][C:10]([O:14][CH:15]([CH2:20][CH3:21])[C:16]([OH:18])=[O:17])=[CH:11]2)=[CH:6][CH:5]=1)[CH3:2].